From a dataset of Full USPTO retrosynthesis dataset with 1.9M reactions from patents (1976-2016). Predict the reactants needed to synthesize the given product. (1) Given the product [Cl:1][C:2]1[CH:7]=[C:6]([Cl:19])[CH:5]=[CH:4][C:3]=1[N:10]1[C:14]([CH3:15])=[C:13]([C:16]([OH:18])=[O:17])[N:12]=[N:11]1, predict the reactants needed to synthesize it. The reactants are: [Cl:1][C:2]1[CH:7]=[C:6](OC)[CH:5]=[CH:4][C:3]=1[N:10]1[C:14]([CH3:15])=[C:13]([C:16]([OH:18])=[O:17])[N:12]=[N:11]1.[Cl:19]C1C=C(Cl)C=CC=1N. (2) Given the product [ClH:26].[NH2:7][CH:8]1[C:9]([CH3:24])([CH3:23])[C:10]2[CH:11]=[C:12]([C:20]([NH2:21])=[O:22])[CH:13]=[CH:14][C:15]=2[CH2:16][CH:17]1[O:18][CH3:19], predict the reactants needed to synthesize it. The reactants are: C(OC(=O)[NH:7][C@H:8]1[C@H:17]([O:18][CH3:19])[CH2:16][C:15]2[C:10](=[CH:11][C:12]([C:20](=[O:22])[NH2:21])=[CH:13][CH:14]=2)[C:9]1([CH3:24])[CH3:23])(C)(C)C.[ClH:26].O1CCOCC1. (3) Given the product [Cl:14][C:15]1[CH:16]=[C:17]([CH:20]=[CH:21][C:22]=1[O:23][C:24]([F:25])([F:26])[F:27])[CH2:18][N:9]([C:5]1[CH:6]=[CH:7][CH:8]=[C:3]([C:1]#[N:2])[CH:4]=1)[C:10](=[O:13])[CH2:11][CH3:12], predict the reactants needed to synthesize it. The reactants are: [C:1]([C:3]1[CH:4]=[C:5]([NH:9][C:10](=[O:13])[CH2:11][CH3:12])[CH:6]=[CH:7][CH:8]=1)#[N:2].[Cl:14][C:15]1[CH:16]=[C:17]([CH:20]=[CH:21][C:22]=1[O:23][C:24]([F:27])([F:26])[F:25])[CH2:18]Br. (4) Given the product [Br:20][C:21]1[CH:26]=[C:25]([Cl:27])[CH:24]=[CH:23][C:22]=1[CH2:28][N:14]1[N:18]=[N:17][C:16]([CH3:19])=[N:15]1, predict the reactants needed to synthesize it. The reactants are: ClC1C=CC(/C=C/C(O)=O)=C(C[N:14]2[N:18]=[N:17][C:16]([CH3:19])=[N:15]2)C=1.[Br:20][C:21]1[CH:26]=[C:25]([Cl:27])[CH:24]=[CH:23][C:22]=1[CH2:28]Br.CC1NN=NN=1. (5) Given the product [CH3:15][C:5]1([CH3:16])[C:4]2[C:8](=[CH:9][C:10]([N+:11]([O-:13])=[O:12])=[C:2]([NH:1][C:29](=[O:30])[C:28]3[CH:32]=[CH:33][C:25]([O:24][CH3:23])=[CH:26][CH:27]=3)[CH:3]=2)[NH:7][C:6]1=[O:14], predict the reactants needed to synthesize it. The reactants are: [NH2:1][C:2]1[CH:3]=[C:4]2[C:8](=[CH:9][C:10]=1[N+:11]([O-:13])=[O:12])[NH:7][C:6](=[O:14])[C:5]2([CH3:16])[CH3:15].N1C=CC=CC=1.[CH3:23][O:24][C:25]1[CH:33]=[CH:32][C:28]([C:29](Cl)=[O:30])=[CH:27][CH:26]=1.C(Cl)(Cl)Cl.